This data is from Forward reaction prediction with 1.9M reactions from USPTO patents (1976-2016). The task is: Predict the product of the given reaction. (1) Given the reactants [Br:1][C:2]1[CH:7]=[C:6]([C:8]#[CH:9])[CH:5]=[CH:4][C:3]=1[F:10].[C:11]([O:14][C:15]1[CH:20]=[C:19](I)[CH:18]=[CH:17][C:16]=1[O:22][CH3:23])(=[O:13])[CH3:12].C(N(CC)CC)C, predict the reaction product. The product is: [C:11]([O:14][C:15]1[CH:20]=[C:19]([C:9]#[C:8][C:6]2[CH:5]=[CH:4][C:3]([F:10])=[C:2]([Br:1])[CH:7]=2)[CH:18]=[CH:17][C:16]=1[O:22][CH3:23])(=[O:13])[CH3:12]. (2) The product is: [C:10]([O:14][C:15]([NH:1][CH2:2][C:3]1[CH:4]=[CH:5][C:6]([Cl:9])=[N:7][CH:8]=1)=[O:16])([CH3:13])([CH3:12])[CH3:11]. Given the reactants [NH2:1][CH2:2][C:3]1[CH:4]=[CH:5][C:6]([Cl:9])=[N:7][CH:8]=1.[C:10]([O:14][C:15](O[C:15]([O:14][C:10]([CH3:13])([CH3:12])[CH3:11])=[O:16])=[O:16])([CH3:13])([CH3:12])[CH3:11], predict the reaction product. (3) Given the reactants Br[C:2]1[CH:11]=[CH:10][C:9]2[N:8]=[CH:7][C:6]3[N:12]([CH3:23])[C:13](=[O:22])[N:14]([C:15]4[C:16]([CH3:21])=[N:17][N:18]([CH3:20])[CH:19]=4)[C:5]=3[C:4]=2[CH:3]=1.[CH2:24]([O:26][C:27]1[C:32]([N:33]([CH3:37])[C:34](=[O:36])[CH3:35])=[CH:31][C:30](B2OC(C)(C)C(C)(C)O2)=[CH:29][N:28]=1)[CH3:25], predict the reaction product. The product is: [CH3:20][N:18]1[CH:19]=[C:15]([N:14]2[C:5]3[C:4]4[CH:3]=[C:2]([C:30]5[CH:31]=[C:32]([N:33]([CH3:37])[C:34](=[O:36])[CH3:35])[C:27]([O:26][CH2:24][CH3:25])=[N:28][CH:29]=5)[CH:11]=[CH:10][C:9]=4[N:8]=[CH:7][C:6]=3[N:12]([CH3:23])[C:13]2=[O:22])[C:16]([CH3:21])=[N:17]1.